Dataset: Forward reaction prediction with 1.9M reactions from USPTO patents (1976-2016). Task: Predict the product of the given reaction. Given the reactants [O:1]=[C:2]1[C:8]2[CH:9]=[CH:10][CH:11]=[CH:12][C:7]=2[O:6][CH2:5][CH:4]2[CH2:13][N:14](C(OC(C)(C)C)=O)[CH2:15][CH2:16][N:3]12.[ClH:24].CO, predict the reaction product. The product is: [ClH:24].[CH2:13]1[CH:4]2[CH2:5][O:6][C:7]3[CH:12]=[CH:11][CH:10]=[CH:9][C:8]=3[C:2](=[O:1])[N:3]2[CH2:16][CH2:15][NH:14]1.